Dataset: Forward reaction prediction with 1.9M reactions from USPTO patents (1976-2016). Task: Predict the product of the given reaction. (1) Given the reactants [CH3:1][N:2]([CH3:6])[CH2:3][C:4]#[CH:5].[Cl:7][C:8]1[C:17]2[C:12](=[CH:13][CH:14]=[CH:15][CH:16]=2)[C:11](Cl)=[N:10][N:9]=1, predict the reaction product. The product is: [Cl:7][C:8]1[C:17]2[C:12](=[CH:13][CH:14]=[CH:15][CH:16]=2)[C:11]([C:5]#[C:4][CH2:3][N:2]([CH3:6])[CH3:1])=[N:10][N:9]=1. (2) Given the reactants [F:1][C:2]1[CH:3]=[CH:4][C:5]([C:25]([F:28])([F:27])[F:26])=[C:6]([C@H:8]2[CH2:12][CH2:11][CH2:10][N:9]2[C:13]2[CH:18]=[CH:17][N:16]3[N:19]=[CH:20][C:21]([C:22]([OH:24])=O)=[C:15]3[N:14]=2)[CH:7]=1.[NH2:29][CH2:30][C@H:31]([OH:34])[CH2:32][OH:33], predict the reaction product. The product is: [OH:34][C@H:31]([CH2:32][OH:33])[CH2:30][NH:29][C:22]([C:21]1[CH:20]=[N:19][N:16]2[CH:17]=[CH:18][C:13]([N:9]3[CH2:10][CH2:11][CH2:12][C@@H:8]3[C:6]3[CH:7]=[C:2]([F:1])[CH:3]=[CH:4][C:5]=3[C:25]([F:27])([F:28])[F:26])=[N:14][C:15]=12)=[O:24].